Dataset: TCR-epitope binding with 47,182 pairs between 192 epitopes and 23,139 TCRs. Task: Binary Classification. Given a T-cell receptor sequence (or CDR3 region) and an epitope sequence, predict whether binding occurs between them. The epitope is VLWAHGFEL. The TCR CDR3 sequence is CASSSDGMGQPQHF. Result: 1 (the TCR binds to the epitope).